From a dataset of Reaction yield outcomes from USPTO patents with 853,638 reactions. Predict the reaction yield, written as a fraction of the theoretical maximum amount of product (1.0 means a 100% yield; for example, 0.34 means a 34% yield). (1) The reactants are C(O[CH:5]([C:14]1[CH:19]=[CH:18][CH:17]=[CH:16][CH:15]=1)[CH:6]=[CH:7][C:8]1[CH:13]=[CH:12][CH:11]=[CH:10][CH:9]=1)(=O)C.[CH2:20]([NH2:27])[C:21]1[CH:26]=[CH:25][CH:24]=[CH:23][CH:22]=1. The catalyst is C1(C)C=CC=CC=1.[CH2-]C=C.[CH2-]C=C.Cl[Pd+].Cl[Pd+]. The product is [CH2:20]([NH:27][C@@H:5]([C:14]1[CH:15]=[CH:16][CH:17]=[CH:18][CH:19]=1)/[CH:6]=[CH:7]/[C:8]1[CH:9]=[CH:10][CH:11]=[CH:12][CH:13]=1)[C:21]1[CH:26]=[CH:25][CH:24]=[CH:23][CH:22]=1. The yield is 0.950. (2) The reactants are [H-].C([Al+]CC(C)C)C(C)C.C1(C2C=CC(C([O:23][C@@H:24]3[CH2:32][C@@H:27]4[O:28][C:29](=[O:31])[CH2:30][C@@H:26]4[C@H:25]3[CH2:33][CH2:34][C@@H:35]([O:44][CH:45]3[CH2:50][CH2:49][CH2:48][CH2:47][O:46]3)[CH2:36][CH2:37][C:38]3[CH:43]=[CH:42][CH:41]=[CH:40][CH:39]=3)=O)=CC=2)C=CC=CC=1.CC(C)=O.C(=O)=O.CO. The catalyst is C1(C)C=CC=CC=1. The product is [OH:23][C@@H:24]1[CH2:32][C@@H:27]2[O:28][CH:29]([OH:31])[CH2:30][C@@H:26]2[C@H:25]1[CH2:33][CH2:34][C@@H:35]([O:44][CH:45]1[CH2:50][CH2:49][CH2:48][CH2:47][O:46]1)[CH2:36][CH2:37][C:38]1[CH:43]=[CH:42][CH:41]=[CH:40][CH:39]=1. The yield is 0.900. (3) The reactants are [CH2:1]([NH:8][C:9]1[N:14]2[N:15]=[CH:16][C:17]([Br:18])=[C:13]2[N:12]=[CH:11][C:10]=1[C:19]([OH:21])=O)[C:2]1[CH:7]=[CH:6][CH:5]=[CH:4][CH:3]=1.Cl.[F:23][C:24]1[CH:29]=[CH:28][CH:27]=[CH:26][C:25]=1[CH:30]1[CH2:35][CH2:34][NH:33][CH2:32][CH2:31]1. No catalyst specified. The product is [CH2:1]([NH:8][C:9]1[N:14]2[N:15]=[CH:16][C:17]([Br:18])=[C:13]2[N:12]=[CH:11][C:10]=1[C:19]([N:33]1[CH2:34][CH2:35][CH:30]([C:25]2[CH:26]=[CH:27][CH:28]=[CH:29][C:24]=2[F:23])[CH2:31][CH2:32]1)=[O:21])[C:2]1[CH:3]=[CH:4][CH:5]=[CH:6][CH:7]=1. The yield is 0.900. (4) The reactants are [N:1]12[CH2:8][CH2:7][C:4]([C:9]([C:16]3[CH:20]=[CH:19][S:18][CH:17]=3)([C:11]3[CH:15]=[CH:14][S:13][CH:12]=3)[OH:10])([CH2:5][CH2:6]1)[CH2:3][CH2:2]2.[C:21]1([O:27][CH2:28][CH2:29][Br:30])[CH:26]=[CH:25][CH:24]=[CH:23][CH:22]=1. The catalyst is CC#N. The product is [Br-:30].[OH:10][C:9]([C:11]1[CH:15]=[CH:14][S:13][CH:12]=1)([C:16]1[CH:20]=[CH:19][S:18][CH:17]=1)[C:4]12[CH2:7][CH2:8][N+:1]([CH2:29][CH2:28][O:27][C:21]3[CH:26]=[CH:25][CH:24]=[CH:23][CH:22]=3)([CH2:6][CH2:5]1)[CH2:2][CH2:3]2. The yield is 0.545.